Dataset: Cav3 T-type calcium channel HTS with 100,875 compounds. Task: Binary Classification. Given a drug SMILES string, predict its activity (active/inactive) in a high-throughput screening assay against a specified biological target. The molecule is O=C(N)C(=N\O)/c1ccccc1. The result is 0 (inactive).